From a dataset of Reaction yield outcomes from USPTO patents with 853,638 reactions. Predict the reaction yield, written as a fraction of the theoretical maximum amount of product (1.0 means a 100% yield; for example, 0.34 means a 34% yield). The reactants are [CH2:1]([O:3][C:4]([C:6]1[C:7]([CH3:19])=[C:8]([C:12](OC(C)(C)C)=[O:13])[NH:9][C:10]=1[CH3:11])=[O:5])[CH3:2].C(OCC)(OCC)OCC. The catalyst is FC(F)(F)C(O)=O. The product is [CH2:1]([O:3][C:4]([C:6]1[C:7]([CH3:19])=[C:8]([CH:12]=[O:13])[NH:9][C:10]=1[CH3:11])=[O:5])[CH3:2]. The yield is 0.639.